This data is from Drug-target binding data from BindingDB using IC50 measurements. The task is: Regression. Given a target protein amino acid sequence and a drug SMILES string, predict the binding affinity score between them. We predict pIC50 (pIC50 = -log10(IC50 in M); higher means more potent). Dataset: bindingdb_ic50. (1) The small molecule is C[C@H]1Cc2c(ccc([C@H]3CN4CCN(C(=O)C5CCc6nc(-n7cnnn7)ccc65)C[C@@H]4CO3)c2F)C(=O)O1. The target protein (P35560) has sequence MGASERSVFRVLIRALTERMFKHLRRWFITHIFGRSRQRARLVSKEGRCNIEFGNVDAQSRFIFFVDIWTTVLDLKWRYKMTVFITAFLGSWFLFGLLWYVVAYVHKDLPEFYPPDNRTPCVENINGMTSAFLFSLETQVTIGYGFRFVTEQCATAIFLLIFQSILGVIINSFMCGAILAKISRPKKRAKTITFSKNAVISKRGGKLCLLIRVANLRKSLLIGSHIYGKLLKTTITPEGETIILDQTNINFVVDAGNENLFFISPLTIYHIIDHNSPFFHMAAETLSQQDFELVVFLDGTVESTSATCQVRTSYVPEEVLWGYRFVPIVSKTKEGKYRVDFHNFGKTVEVETPHCAMCLYNEKDARARMKRGYDNPNFVLSEVDETDDTQM. The pIC50 is 6.7. (2) The small molecule is COc1cccc2occ(/C=C/C(O)c3ccc(O)cc3)c(=O)c12. The target protein (P04401) has sequence MRRMLLHLSVLTLSCVWATAMEIPMSTVVKETLTQLSAHRALLTSNETMRLPVPTHKNHQLCIGEIFQGLDILKNQTVRGGTVEMLFQNLSLIKKYIDRQKEKCGEERRRTRQFLDYLQEFLGVMSTEWAMEG. The pIC50 is 4.5. (3) The small molecule is CCCCCCCCCC(=O)O[C@H]1[C@H](O)[C@@H](CO)O[C@H]1n1cc(C=CBr)c(=O)[nH]c1=O. The target protein (Q16854) has sequence MAAGRLFLSRLRAPFSSMAKSPLEGVSSSRGLHAGRGPRRLSIEGNIAVGKSTFVKLLTKTYPEWHVATEPVATWQNIQAAGTQKACTAQSLGNLLDMMYREPARWSYTFQTFSFLSRLKVQLEPFPEKLLQARKPVQIFERSVYSDRYIFAKNLFENGSLSDIEWHIYQDWHSFLLWEFASRITLHGFIYLQASPQVCLKRLYQRAREEEKGIELAYLEQLHGQHEAWLIHKTTKLHFEALMNIPVLVLDVNDDFSEEVTKQEDLMREVNTFVKNL. The pIC50 is 3.0. (4) The small molecule is Nc1ncnc2c1ncn2[C@@H]1O[C@H](C[C@H](N)CC2CC2)[C@@H](O)[C@H]1O. The target protein (Q9H9B1) has sequence MAAADAEAVPARGEPQQDCCVKTELLGEETPMAADEGSAEKQAGEAHMAADGETNGSCENSDASSHANAAKHTQDSARVNPQDGTNTLTRIAENGVSERDSEAAKQNHVTADDFVQTSVIGSNGYILNKPALQAQPLRTTSTLASSLPGHAAKTLPGGAGKGRTPSAFPQTPAAPPATLGEGSADTEDRKLPAPGADVKVHRARKTMPKSVVGLHAASKDPREVREARDHKEPKEEINKNISDFGRQQLLPPFPSLHQSLPQNQCYMATTKSQTACLPFVLAAAVSRKKKRRMGTYSLVPKKKTKVLKQRTVIEMFKSITHSTVGSKGEKDLGASSLHVNGESLEMDSDEDDSEELEEDDGHGAEQAAAFPTEDSRTSKESMSEADRAQKMDGESEEEQESVDTGEEEEGGDESDLSSESSIKKKFLKRKGKTDSPWIKPARKRRRRSRKKPSGALGSESYKSSAGSAEQTAPGDSTGYMEVSLDSLDLRVKGILSSQAE.... The pIC50 is 3.1. (5) The drug is Cc1ccccc1Nc1ncnc2c1c(-c1ccccc1)cn2-c1ccc(F)cc1. The target protein sequence is MPLVDFFCETCSKPWLVGWWDQFKRMLNRELTHLSEMSRSGNQVSEYISTTFLDKQNEVEIPSPTMKEREKQQAPRPRPSQPPPPPVPHLQPMSQITGLKKLMHSNSLNNSNIPRFGVKTDQEELLAQELENLNKWGLNIFCVSDYAGGRSLTCIMYMIFQERDLLKKFRIPVDTMVTYMLTLEDHYHADVAYHNSLHAADVLQSTHVLLATPALDAVFTDLEILAALFAAAIHDVDHPGVSNQFLINTNSELALMYNDESVLENHHLAVGFKLLQEDNCDIFQNLSKRQRQSLRKMVIDMVLATDMSKHMTLLADLKTMVETKKVTSSGVLLLDNYSDRIQVLRNMVHCADLSNPTKPLELYRQWTDRIMAEFFQQGDRERERGMEISPMCDKHTASVEKSQVGFIDYIVHPLWETWADLVHPDAQEILDTLEDNRDWYYSAIRQSPSPPPEEESRGPGHPPLPDKFQFELTLEEEEEEEISMAQIPCTAQEALTAQGL.... The pIC50 is 4.0. (6) The small molecule is O=C(NCC1CC1)c1cnn2ccc(N3CCCC3c3cncc(F)c3)nc12. The target protein sequence is LTRLQPHNLADVLTVNPDSPASDPTVFHKRYLKKIRDLGEGHFGKVSLYCYDPTNDGTGEMVAVKALKADCGPQHRSGWKQEIDILRTLYHEHIIKYKGCCEDQGEKSLQLVMEYVPLGSLRDYLPRHSIGLAQLLLFAQQICEGMAYLHAQHYIHRDLAARNVLLDNDRLVKIGDFGLAKAVPEGHEYYRVREDGDSPVFWYAPECLKEYKFYYASDVWSFGVTLYELLTHCDSSQSPPTKFLELIGIAQGQMTVLRLTELLERGERLPRPDKCPCEVYHLMKNCWETEASFRPTFENLIPILKTVHEKYQGQAPSVFSVC. The pIC50 is 6.0. (7) The pIC50 is 6.8. The compound is Cc1ccc(NC(=O)c2cccc(C(F)(F)F)c2)cc1Nc1nccc(-c2cccnc2)n1. The target protein sequence is MLEICLKLVGCKSKKGLSSSSSCYLEEALQRPVASDFEPQGLSEAARWNSKENLLAGPSENDPNLFVALYDFVASGDNTLSITKGEKLRVLGYNHNGEWCEAQTKNGQGWVPSNYITPVNSLEKHSWYHGPVSRNAAEYLLSSGINGSFLVRESESSPGQRSISLRYEGRVYHYRINTASDGKLYVSSESRFNTLAELVHHHSTVADGLITTLHYPAPKRNKPTVYGVSPNYDKWEMERTDITMKHKLGGGQYGEVYEGVWKKYSLTVAVKTLKEDTMEVEEFLKEAAVMKEIKHPNLVQLLGVCTREPPFYIITEFMTYGNLLDYLRECNRQEVNAVVLLYMATQISSAMEYLEKKNFIHRDLAARNCLVGENHLVKVADFGLSRLMTGDTYTAHAGAKFPIKWTAPESLAYNKFSIKSDVWAFGVLLWEIATYGMSPYPGIDLSQVYELLEKDYRMERPEGCPEKVYELMRACWQWNPSDRPSFAEIHQAFETMFQES.... (8) The compound is Cc1csc2nc([C@H](C)NC(=O)/C=C/c3ccsc3Br)oc(=O)c12. The target protein (P24433) has sequence MSKVWVGGFLCVYGEEPSEECLALPRDTVQKELGSGNIPLPLNINHNEKATIGMVRGLFDLEHGLFCVAQIQSQTFMDIIRNIAGKSKLITAGSVIEPLPPDPEIECLSSSFPGLSLSSKVLQDENLDGKPFFHHVSVCGVGRRPGTIAIFGREISWILDRFSCISESEKRQVLEGVNVYSQGFDENLFSADLYDLLADSLDTSYIRKRFPKLQLDKQLCGLSKCTYIKASEPPVEIIVAATKVAGDQVQLTTEPGSELAVETCDVPVVHGNYDAVESATATTAMSNQNLPNTTPLLSSPPFSDCVFLPKDAFFSLLNVTTGQQPKIVPPVSVHPPVTEQYQMLPYSESAAKIAEHESNRYHSPCQAMYPYWQYSPVPQYPAALHGYRQSKTLKKRHFQSDSEDELSFPGDPEYTKKRRRHRVDNDDDKEMAREKNDLRELVDMIGMLRQEISALKHVRAQSPQRHIVPMETLPTIEEKGAASPKPSILNASLAPETVNR.... The pIC50 is 7.3. (9) The compound is C=CCOc1nc(N)nc2nc[nH]c12. The target protein (P16455) has sequence MDKDCEMKRTTLDSPLGKLELSGCEQGLHEIKLLGKGTSAADAVEVPAPAAVLGGPEPLMQCTAWLNAYFHQPEAIEEFPVPALHHPVFQQESFTRQVLWKLLKVVKFGEVISYQQLAALAGNPKAARAVGGAMRGNPVPILIPCHRVVCSSGAVGNYSGGLAVKEWLLAHEGHRLGKPGLGGSSGLAGAWLKGAGATSGSPPAGRN. The pIC50 is 5.3. (10) The drug is O=C(Nc1cccc(Br)c1)c1cccc(S(=O)(=O)N2CCCCCC2)c1. The target protein (Q9NTG7) has sequence MAFWGWRAAAALRLWGRVVERVEAGGGVGPFQACGCRLVLGGRDDVSAGLRGSHGARGEPLDPARPLQRPPRPEVPRAFRRQPRAAAPSFFFSSIKGGRRSISFSVGASSVVGSGGSSDKGKLSLQDVAELIRARACQRVVVMVGAGISTPSGIPDFRSPGSGLYSNLQQYDLPYPEAIFELPFFFHNPKPFFTLAKELYPGNYKPNVTHYFLRLLHDKGLLLRLYTQNIDGLERVSGIPASKLVEAHGTFASATCTVCQRPFPGEDIRADVMADRVPRCPVCTGVVKPDIVFFGEPLPQRFLLHVVDFPMADLLLILGTSLEVEPFASLTEAVRSSVPRLLINRDLVGPLAWHPRSRDVAQLGDVVHGVESLVELLGWTEEMRDLVQRETGKLDGPDK. The pIC50 is 4.3.